From a dataset of Catalyst prediction with 721,799 reactions and 888 catalyst types from USPTO. Predict which catalyst facilitates the given reaction. (1) Reactant: [C:1]([C:3]1[CH:8]=[CH:7][C:6]([C:9]2[N:14]=[C:13]3[NH:15][N:16]=[CH:17][C:12]3=[C:11]([C:18]3[O:19][CH:20]=[CH:21][CH:22]=3)[C:10]=2[C:23]#[N:24])=[CH:5][CH:4]=1)#N.[OH-:25].[K+].C[OH:28].Cl. Product: [C:23]([C:10]1[C:11]([C:18]2[O:19][CH:20]=[CH:21][CH:22]=2)=[C:12]2[CH:17]=[N:16][NH:15][C:13]2=[N:14][C:9]=1[C:6]1[CH:5]=[CH:4][C:3]([C:1]([OH:28])=[O:25])=[CH:8][CH:7]=1)#[N:24]. The catalyst class is: 38. (2) Reactant: [C:1]1([O:9][CH3:10])[C:2](=[CH:5][CH:6]=[CH:7][CH:8]=1)[O:3][CH3:4].C([Li])CCC.COCN[C:20]([CH:22]1[CH2:27][CH2:26][N:25]([C:28]([O:30][C:31]([CH3:34])([CH3:33])[CH3:32])=[O:29])[CH2:24][CH2:23]1)=[O:21]. Product: [CH3:4][O:3][C:2]1[C:1]([O:9][CH3:10])=[CH:8][CH:7]=[CH:6][C:5]=1[C:20]([CH:22]1[CH2:27][CH2:26][N:25]([C:28]([O:30][C:31]([CH3:34])([CH3:33])[CH3:32])=[O:29])[CH2:24][CH2:23]1)=[O:21]. The catalyst class is: 188. (3) Reactant: Cl.C(O[N:5]=[CH:6][C:7]1[CH:8]=[C:9]2[C:13](=[CH:14][CH:15]=1)[NH:12][N:11]=[C:10]2[C:16]1[CH:17]=[C:18]([NH:22][C:23](=[O:32])[C@H:24]([OH:31])[C:25]2[CH:30]=[CH:29][CH:28]=[CH:27][CH:26]=2)[CH:19]=[CH:20][CH:21]=1)C.[NH2:33][NH:34][C:35](=O)[CH2:36][N:37]([CH3:39])[CH3:38].C[O-].[Na+]. Product: [CH3:38][N:37]([CH2:36][C:35]1[NH:34][N:33]=[C:6]([C:7]2[CH:8]=[C:9]3[C:13](=[CH:14][CH:15]=2)[NH:12][N:11]=[C:10]3[C:16]2[CH:17]=[C:18]([NH:22][C:23](=[O:32])[C@H:24]([OH:31])[C:25]3[CH:26]=[CH:27][CH:28]=[CH:29][CH:30]=3)[CH:19]=[CH:20][CH:21]=2)[N:5]=1)[CH3:39]. The catalyst class is: 5. (4) Product: [C:9](/[CH:19]=[C:6]1\[CH:7]=[C:2]([CH3:1])[C:3]([O:5]\1)=[O:4])(=[O:18])[CH:10]=[CH:11][C:12]1[CH:17]=[CH:16][CH:15]=[CH:14][CH:13]=1. Reactant: [CH3:1][C:2]1[C:3]([O:5][C:6](=O)[CH:7]=1)=[O:4].[C:9]([CH:19]=P(C1C=CC=CC=1)(C1C=CC=CC=1)C1C=CC=CC=1)(=[O:18])[CH:10]=[CH:11][C:12]1[CH:17]=[CH:16][CH:15]=[CH:14][CH:13]=1. The catalyst class is: 48.